This data is from Forward reaction prediction with 1.9M reactions from USPTO patents (1976-2016). The task is: Predict the product of the given reaction. (1) Given the reactants Cl[C:2]1C=C(N([C@H]2CC[C@H](N(C)C)CC2)CC)C(C)=C(C=1)C(O)=O.CN.[Cl:26][C:27]1[CH:28]=[C:29]([N:49]([CH2:59][CH3:60])[C@H:50]2[CH2:55][CH2:54][C@H:53]([N:56]([CH3:58])[CH3:57])[CH2:52][CH2:51]2)[C:30]([CH3:48])=[C:31]([CH:47]=1)[C:32]([NH:34][CH2:35][C:36]1[C:41](=[O:42])[N:40]2[NH:43]C=[CH:45][C:39]2=[CH:38][C:37]=1[CH3:46])=[O:33].C(NN)(C)C.C(N(CC)CC)C.C1CN([P+](ON2N=NC3C=CC=CC2=3)(N2CCCC2)N2CCCC2)CC1.F[P-](F)(F)(F)(F)F, predict the reaction product. The product is: [Cl:26][C:27]1[CH:28]=[C:29]([N:49]([C@H:50]2[CH2:51][CH2:52][C@H:53]([N:56]([CH3:57])[CH3:58])[CH2:54][CH2:55]2)[CH2:59][CH3:60])[C:30]([CH3:48])=[C:31]([CH:47]=1)[C:32]([NH:34][CH2:35][C:36]1[C:37]([CH3:46])=[N:43][N:40]([CH:39]([CH3:45])[CH3:38])[C:41]=1[O:42][CH3:2])=[O:33]. (2) Given the reactants [CH2:1]([C:8]1[N:9]=[N:10][C:11]2[C:16]([C:17]=1[C:18]1[CH:19]=[C:20]([NH2:24])[CH:21]=[CH:22][CH:23]=1)=[CH:15][CH:14]=[CH:13][C:12]=2[Cl:25])[C:2]1[CH:7]=[CH:6][CH:5]=[CH:4][CH:3]=1.[Cl:26][C:27]1[C:34]([C:35]([F:38])([F:37])[F:36])=[CH:33][CH:32]=[CH:31][C:28]=1[CH:29]=O, predict the reaction product. The product is: [CH2:1]([C:8]1[N:9]=[N:10][C:11]2[C:16]([C:17]=1[C:18]1[CH:19]=[C:20]([NH:24][CH2:29][C:28]3[CH:31]=[CH:32][CH:33]=[C:34]([C:35]([F:36])([F:38])[F:37])[C:27]=3[Cl:26])[CH:21]=[CH:22][CH:23]=1)=[CH:15][CH:14]=[CH:13][C:12]=2[Cl:25])[C:2]1[CH:7]=[CH:6][CH:5]=[CH:4][CH:3]=1. (3) Given the reactants [Cl:1][C:2]1[CH:3]=[C:4]([CH:6]=[C:7]([F:9])[CH:8]=1)[NH2:5].C1C(=O)N([Br:17])C(=O)C1.OS([O-])=O.[Na+], predict the reaction product. The product is: [Br:17][C:8]1[C:7]([F:9])=[CH:6][C:4]([NH2:5])=[CH:3][C:2]=1[Cl:1]. (4) The product is: [Br:1][C:2]1[C:10]2[NH:9][N:8]=[CH:7][C:6]=2[C:5]2[CH2:11][N:12]([CH2:21][CH2:22][O:23][CH3:24])[C:13](=[O:20])[C@H:14]([CH2:16][C:17]([N:41]3[CH2:42][CH2:43][CH:38]([C:33]4[C:34](=[O:37])[NH:35][C:36]5[C:31]([CH:32]=4)=[CH:30][CH:29]=[CH:28][C:27]=5[F:26])[CH2:39][CH2:40]3)=[O:19])[CH2:15][C:4]=2[CH:3]=1. Given the reactants [Br:1][C:2]1[C:10]2[NH:9][N:8]=[CH:7][C:6]=2[C:5]2[CH2:11][N:12]([CH2:21][CH2:22][O:23][CH3:24])[C:13](=[O:20])[C@H:14]([CH2:16][C:17]([OH:19])=O)[CH2:15][C:4]=2[CH:3]=1.Cl.[F:26][C:27]1[CH:28]=[CH:29][CH:30]=[C:31]2[C:36]=1[NH:35][C:34](=[O:37])[C:33]([CH:38]1[CH2:43][CH2:42][NH:41][CH2:40][CH2:39]1)=[CH:32]2.ClC1C2NN=CC=2C2CN(CC(C)(C)C)C(=O)[C@@H](CC(=O)N3CCC(N4CC5C(=CC=CC=5)NC4=O)CC3)CC=2C=1, predict the reaction product. (5) Given the reactants [NH2:1][C:2]1[C:3]2[CH:14]=[C:13]([C:15]([F:18])([F:17])[F:16])[CH:12]=[CH:11][C:4]=2[S:5][C:6]=1[C:7]([O:9][CH3:10])=[O:8].CI.[C:21](=O)([O-])[O-].[K+].[K+].CN(C)C=O, predict the reaction product. The product is: [CH3:21][NH:1][C:2]1[C:3]2[CH:14]=[C:13]([C:15]([F:18])([F:16])[F:17])[CH:12]=[CH:11][C:4]=2[S:5][C:6]=1[C:7]([O:9][CH3:10])=[O:8]. (6) Given the reactants [Cl:1][C:2]1[CH:15]=[CH:14][CH:13]=[CH:12][C:3]=1[CH2:4][C:5]1[N:9]([CH3:10])[C:8]([NH2:11])=[N:7][CH:6]=1.[C:16]1([CH:22]([CH2:26][CH3:27])[C:23](O)=[O:24])[CH:21]=[CH:20][CH:19]=[CH:18][CH:17]=1.C(N(CC)CC)C.F[P-](F)(F)(F)(F)F.N1N(OC(N(C)C)=[N+](C)C)N=C2C=CC=NC=12, predict the reaction product. The product is: [Cl:1][C:2]1[CH:15]=[CH:14][CH:13]=[CH:12][C:3]=1[CH2:4][C:5]1[N:9]([CH3:10])[C:8]([NH:11][C:23](=[O:24])[CH:22]([C:16]2[CH:21]=[CH:20][CH:19]=[CH:18][CH:17]=2)[CH2:26][CH3:27])=[N:7][CH:6]=1. (7) Given the reactants [OH:1][C:2]1[N:6]([C:7]2[CH:12]=[C:11]([C:13]#[N:14])[CH:10]=[CH:9][N:8]=2)[N:5]=[CH:4][CH:3]=1.[Cl:15][C:16]1[CH:21]=[CH:20][C:19]([CH2:22]O)=[C:18]([O:24][CH2:25][CH:26]2[CH2:28][CH2:27]2)[CH:17]=1, predict the reaction product. The product is: [Cl:15][C:16]1[CH:21]=[CH:20][C:19]([CH2:22][O:1][C:2]2[N:6]([C:7]3[CH:12]=[C:11]([C:13]#[N:14])[CH:10]=[CH:9][N:8]=3)[N:5]=[CH:4][CH:3]=2)=[C:18]([O:24][CH2:25][CH:26]2[CH2:28][CH2:27]2)[CH:17]=1. (8) Given the reactants F[C:2]1[C:3]([CH3:22])=[N:4][C:5]2[C:10]([N:11]=1)=[C:9]([C:12]1[NH:20][C:19]3[CH2:18][CH2:17][NH:16][C:15](=[O:21])[C:14]=3[CH:13]=1)[CH:8]=[CH:7][CH:6]=2.Cl.[CH3:24][C:25]1([CH2:28][NH2:29])[CH2:27][CH2:26]1.CCN(C(C)C)C(C)C.C(O)(C(F)(F)F)=O.C([O-])(O)=O.[Na+], predict the reaction product. The product is: [CH3:22][C:3]1[C:2]([NH:29][CH2:28][C:25]2([CH3:24])[CH2:27][CH2:26]2)=[N:11][C:10]2[C:5](=[CH:6][CH:7]=[CH:8][C:9]=2[C:12]2[NH:20][C:19]3[CH2:18][CH2:17][NH:16][C:15](=[O:21])[C:14]=3[CH:13]=2)[N:4]=1. (9) Given the reactants [CH3:1][N:2]1[C:6]([C:7]2[CH:8]=[C:9]3[C:13](=[CH:14][CH:15]=2)[C:12](=[O:16])[CH2:11][CH2:10]3)=[CH:5][CH:4]=[C:3]1[C:17]#[N:18].[BH4-].[Na+], predict the reaction product. The product is: [OH:16][CH:12]1[C:13]2[C:9](=[CH:8][C:7]([C:6]3[N:2]([CH3:1])[C:3]([C:17]#[N:18])=[CH:4][CH:5]=3)=[CH:15][CH:14]=2)[CH2:10][CH2:11]1. (10) Given the reactants [NH2:1][C:2]1[CH:7]=[CH:6][CH:5]=[CH:4][C:3]=1[NH:8][C:9](=[O:42])[CH:10]([CH2:31][C:32]1[CH:40]=[C:39]([CH3:41])[CH:38]2[CH:34]([CH:35]=[N:36][NH:37]2)[CH:33]=1)[CH2:11][C:12](=[O:30])[N:13]1[CH2:18][CH2:17][CH:16]([N:19]2[CH2:28][C:27]3[C:22](=[CH:23][CH:24]=[CH:25][CH:26]=3)[NH:21][C:20]2=[O:29])[CH2:15][CH2:14]1.[CH:43](=O)[CH3:44].[BH4-].[Na+], predict the reaction product. The product is: [CH2:43]([NH:1][C:2]1[CH:7]=[CH:6][CH:5]=[CH:4][C:3]=1[NH:8][C:9](=[O:42])[CH:10]([CH2:31][C:32]1[CH:40]=[C:39]([CH3:41])[CH:38]2[CH:34]([CH:35]=[N:36][NH:37]2)[CH:33]=1)[CH2:11][C:12](=[O:30])[N:13]1[CH2:14][CH2:15][CH:16]([N:19]2[CH2:28][C:27]3[C:22](=[CH:23][CH:24]=[CH:25][CH:26]=3)[NH:21][C:20]2=[O:29])[CH2:17][CH2:18]1)[CH3:44].